Dataset: Catalyst prediction with 721,799 reactions and 888 catalyst types from USPTO. Task: Predict which catalyst facilitates the given reaction. (1) Reactant: C(N(CC)CC)C.[F:8][C:9]1[CH:10]=[C:11]2[C:15](=[CH:16][CH:17]=1)[N:14](C(OC(C)(C)C)=O)[CH:13]=[C:12]2[CH:25]=[O:26].[CH3:27][O:28][C:29]1[CH:30]=[C:31]([CH:42]=[CH:43][CH:44]=1)[N:32]=[CH:33][C:34]1[CH:35]=[N:36][C:37]([O:40][CH3:41])=[CH:38][CH:39]=1. Product: [F:8][C:9]1[CH:10]=[C:11]2[C:15](=[CH:16][CH:17]=1)[NH:14][CH:13]=[C:12]2[C:25](=[O:26])[CH:33]([NH:32][C:31]1[CH:42]=[CH:43][CH:44]=[C:29]([O:28][CH3:27])[CH:30]=1)[C:34]1[CH:35]=[N:36][C:37]([O:40][CH3:41])=[CH:38][CH:39]=1. The catalyst class is: 433. (2) Reactant: [BH-](OC(C)=O)(OC(C)=O)O[C:3](C)=O.[Na+].[CH:15]([C:17]1[C:18]([C:22]2[CH:29]=[CH:28][C:25]([C:26]#[N:27])=[CH:24][CH:23]=2)=[N:19][NH:20][N:21]=1)=O.[CH3:30][C@@H:31]1[CH2:36][NH:35][CH2:34][CH2:33][N:32]1[C:37]1[CH:42]=[CH:41][C:40]([C:43]([F:46])([F:45])[F:44])=[CH:39]N=1.C(O)(=O)C. Product: [CH3:30][C@H:31]1[N:32]([C:37]2[CH:3]=[CH:39][C:40]([C:43]([F:46])([F:45])[F:44])=[CH:41][CH:42]=2)[CH2:33][CH2:34][N:35]([CH2:15][C:17]2[C:18]([C:22]3[CH:29]=[CH:28][C:25]([C:26]#[N:27])=[CH:24][CH:23]=3)=[N:19][NH:20][N:21]=2)[CH2:36]1. The catalyst class is: 2. (3) Reactant: C12BC(CCC1)CCC2.[C:10]([O:14][C:15](=[O:42])[NH:16][C@@H:17]([CH:40]=[CH2:41])[CH2:18][N:19]1[C:23]2[N:24]=[CH:25][N:26]=[C:27]([NH2:28])[C:22]=2[C:21]([C:29]2[CH:30]=[N:31][C:32]3[C:37]([CH:38]=2)=[CH:36][CH:35]=[CH:34][CH:33]=3)=[C:20]1Br)([CH3:13])([CH3:12])[CH3:11].[OH-].[Na+]. Product: [C:10]([O:14][C:15](=[O:42])[NH:16][C@H:17]1[CH2:40][CH2:41][C:20]2[N:19]([C:23]3[N:24]=[CH:25][N:26]=[C:27]([NH2:28])[C:22]=3[C:21]=2[C:29]2[CH:30]=[N:31][C:32]3[C:37]([CH:38]=2)=[CH:36][CH:35]=[CH:34][CH:33]=3)[CH2:18]1)([CH3:13])([CH3:12])[CH3:11]. The catalyst class is: 7. (4) Reactant: [OH:1][C:2]1[CH:7]=[CH:6][C:5]([C:8](=[O:41])[CH2:9][CH2:10][C:11]2[S:15][C:14]([C:16]3[CH:21]=[CH:20][C:19]([C:22]([F:25])([F:24])[F:23])=[CH:18][CH:17]=3)=[N:13][C:12]=2[CH2:26][N:27]2[CH2:32][CH2:31][N:30]([C:33]3[CH:38]=[CH:37][C:36]([O:39][CH3:40])=[CH:35][CH:34]=3)[CH2:29][CH2:28]2)=[CH:4][C:3]=1[CH3:42].Br[CH:44]([CH3:50])[C:45]([O:47][CH2:48][CH3:49])=[O:46].C(=O)([O-])[O-].[K+].[K+]. Product: [CH3:40][O:39][C:36]1[CH:35]=[CH:34][C:33]([N:30]2[CH2:29][CH2:28][N:27]([CH2:26][C:12]3[N:13]=[C:14]([C:16]4[CH:17]=[CH:18][C:19]([C:22]([F:25])([F:23])[F:24])=[CH:20][CH:21]=4)[S:15][C:11]=3[CH2:10][CH2:9][C:8]([C:5]3[CH:6]=[CH:7][C:2]([O:1][CH:44]([CH3:50])[C:45]([O:47][CH2:48][CH3:49])=[O:46])=[C:3]([CH3:42])[CH:4]=3)=[O:41])[CH2:32][CH2:31]2)=[CH:38][CH:37]=1. The catalyst class is: 21. (5) Reactant: [CH2:1]([O:3][C:4](=[O:26])[CH2:5][C:6]1[CH:11]=[CH:10][C:9]([O:12][CH3:13])=[C:8]([O:14][C:15]2[CH:20]=[CH:19][C:18]([N+:21]([O-:23])=[O:22])=[CH:17][C:16]=2[CH:24]=O)[CH:7]=1)[CH3:2].[CH2:27]([NH2:29])[CH3:28].C([BH3-])#N.[Na+]. Product: [CH2:1]([O:3][C:4](=[O:26])[CH2:5][C:6]1[CH:11]=[CH:10][C:9]([O:12][CH3:13])=[C:8]([O:14][C:15]2[CH:20]=[CH:19][C:18]([N+:21]([O-:23])=[O:22])=[CH:17][C:16]=2[CH2:24][NH:29][CH2:27][CH3:28])[CH:7]=1)[CH3:2]. The catalyst class is: 2. (6) Reactant: ClC(Cl)(Cl)COC([N:7]1[CH2:35][CH2:34][C:10]2([O:14][C:13](=[O:15])[N:12]([CH2:16][C:17]3[N:27]([CH2:28][C:29]([CH3:32])([CH3:31])[CH3:30])[C:20]4[N:21]=[C:22]([C:25]#[N:26])[N:23]=[CH:24][C:19]=4[CH:18]=3)[C:11]2=[O:33])[CH2:9][CH2:8]1)=O. Product: [CH3:30][C:29]([CH3:32])([CH3:31])[CH2:28][N:27]1[C:20]2[N:21]=[C:22]([C:25]#[N:26])[N:23]=[CH:24][C:19]=2[CH:18]=[C:17]1[CH2:16][N:12]1[C:11](=[O:33])[C:10]2([CH2:9][CH2:8][NH:7][CH2:35][CH2:34]2)[O:14][C:13]1=[O:15]. The catalyst class is: 183. (7) The catalyst class is: 2. Reactant: C(Cl)(=O)C([Cl:4])=O.CN(C=O)C.[CH3:12][O:13][C:14]1[CH:19]=[CH:18][C:17]([CH3:20])=[CH:16][C:15]=1[S:21]([C:24]1[CH:25]=[C:26]([CH2:33]O)[C:27]2[O:31][CH:30]=[CH:29][C:28]=2[CH:32]=1)(=[O:23])=[O:22]. Product: [Cl:4][CH2:33][C:26]1[C:27]2[O:31][CH:30]=[CH:29][C:28]=2[CH:32]=[C:24]([S:21]([C:15]2[CH:16]=[C:17]([CH3:20])[CH:18]=[CH:19][C:14]=2[O:13][CH3:12])(=[O:23])=[O:22])[CH:25]=1.